From a dataset of Catalyst prediction with 721,799 reactions and 888 catalyst types from USPTO. Predict which catalyst facilitates the given reaction. (1) Reactant: Cl.[NH2:2][CH2:3][C:4]1[CH:5]=[C:6]2[C:10](=[CH:11][CH:12]=1)[C:9](=[O:13])[N:8]([CH:14]1[CH2:19][CH2:18][C:17](=[O:20])[NH:16][C:15]1=[O:21])[CH2:7]2.[Cl:22][C:23]1[CH:24]=[C:25]([CH:29]=[CH:30][C:31]=1[Cl:32])[C:26](Cl)=[O:27]. Product: [Cl:22][C:23]1[CH:24]=[C:25]([CH:29]=[CH:30][C:31]=1[Cl:32])[C:26]([NH:2][CH2:3][C:4]1[CH:5]=[C:6]2[C:10](=[CH:11][CH:12]=1)[C:9](=[O:13])[N:8]([CH:14]1[CH2:19][CH2:18][C:17](=[O:20])[NH:16][C:15]1=[O:21])[CH2:7]2)=[O:27]. The catalyst class is: 1. (2) Reactant: [Cr](Cl)([O-])(=O)=O.[NH+]1C=CC=CC=1.[C:12]1(=[O:28])[N:16]([CH2:17][CH2:18][CH2:19][CH2:20][CH2:21][OH:22])[C:15](=[O:23])[C:14]2=[CH:24][CH:25]=[CH:26][CH:27]=[C:13]12.C(OCC)C. Product: [C:15]1(=[O:23])[N:16]([CH2:17][CH2:18][CH2:19][CH2:20][CH:21]=[O:22])[C:12](=[O:28])[C:13]2=[CH:27][CH:26]=[CH:25][CH:24]=[C:14]12. The catalyst class is: 2. (3) Reactant: [O:1]=[C:2]1[C:6]2([CH2:11][CH2:10][CH2:9][N:8]([C:12]([O:14][C:15]([CH3:18])([CH3:17])[CH3:16])=[O:13])[CH2:7]2)[CH:5]([C:19]2[CH:24]=[CH:23][CH:22]=[CH:21][CH:20]=2)[CH2:4][NH:3]1.[H-].[Na+].I[CH2:28][CH3:29]. Product: [CH2:28]([N:3]1[CH2:4][CH:5]([C:19]2[CH:20]=[CH:21][CH:22]=[CH:23][CH:24]=2)[C:6]2([CH2:11][CH2:10][CH2:9][N:8]([C:12]([O:14][C:15]([CH3:18])([CH3:17])[CH3:16])=[O:13])[CH2:7]2)[C:2]1=[O:1])[CH3:29]. The catalyst class is: 1. (4) Reactant: [F:1][C:2]1[CH:7]=[C:6]([OH:8])[CH:5]=[CH:4][C:3]=1[NH:9][C:10]([C:12]1[C:13](=[O:25])[N:14]([C:19]2[CH:24]=[CH:23][CH:22]=[CH:21][CH:20]=2)[N:15]([CH3:18])[C:16]=1[CH3:17])=[O:11].CC([O-])(C)C.[K+].[Cl:32][C:33]1[C:34]([C:40]([NH2:42])=[O:41])=[N:35][CH:36]=[CH:37][C:38]=1Cl.CCOC(C)=O. Product: [Cl:32][C:33]1[C:34]([C:40]([NH2:42])=[O:41])=[N:35][CH:36]=[CH:37][C:38]=1[O:8][C:6]1[CH:5]=[CH:4][C:3]([NH:9][C:10]([C:12]2[C:13](=[O:25])[N:14]([C:19]3[CH:20]=[CH:21][CH:22]=[CH:23][CH:24]=3)[N:15]([CH3:18])[C:16]=2[CH3:17])=[O:11])=[C:2]([F:1])[CH:7]=1. The catalyst class is: 18. (5) Reactant: [C:1]([N:4]1[C:13]2[C:8](=[CH:9][C:10]([NH2:14])=[CH:11][CH:12]=2)[C:7]([C:16]2[CH:21]=[CH:20][CH:19]=[CH:18][CH:17]=2)([CH3:15])[CH2:6][C:5]1([CH3:23])[CH3:22])(=[O:3])[CH3:2].[C:24]12([CH2:34][CH2:35][C:36](O)=[O:37])[CH2:33][CH:28]3[CH2:29][CH:30]([CH2:32][CH:26]([CH2:27]3)[CH2:25]1)[CH2:31]2.CN(C(ON1N=NC2C=CC=NC1=2)=[N+](C)C)C.F[P-](F)(F)(F)(F)F.C(N(CC)C(C)C)(C)C. Product: [C:1]([N:4]1[C:13]2[C:8](=[CH:9][C:10]([NH:14][C:36](=[O:37])[CH2:35][CH2:34][C:24]34[CH2:33][CH:28]5[CH2:29][CH:30]([CH2:32][CH:26]([CH2:27]5)[CH2:25]3)[CH2:31]4)=[CH:11][CH:12]=2)[C:7]([C:16]2[CH:21]=[CH:20][CH:19]=[CH:18][CH:17]=2)([CH3:15])[CH2:6][C:5]1([CH3:23])[CH3:22])(=[O:3])[CH3:2]. The catalyst class is: 4. (6) Reactant: [CH3:1][O:2][CH:3]([O:6][CH3:7])[CH2:4][NH2:5].C1(C)C=CC=CC=1.[OH-].[Na+].Cl[C:18]([O:20][CH2:21][CH3:22])=[O:19]. Product: [CH3:1][O:2][CH:3]([O:6][CH3:7])[CH2:4][NH:5][C:18](=[O:19])[O:20][CH2:21][CH3:22]. The catalyst class is: 6. (7) Reactant: [CH3:1][C:2]1[C:6]2[CH:7]=[CH:8][CH:9]=[CH:10][C:5]=2[S:4][CH:3]=1.[CH2:11]([CH:13]([CH2:17][CH3:18])[C:14](Cl)=[O:15])[CH3:12].[N+](C)([O-])=O.[Cl-].[Al+3].[Cl-].[Cl-]. Product: [CH2:11]([CH:13]([CH2:17][CH3:18])[C:14]([C:3]1[S:4][C:5]2[CH:10]=[CH:9][CH:8]=[CH:7][C:6]=2[C:2]=1[CH3:1])=[O:15])[CH3:12]. The catalyst class is: 6.